Dataset: Full USPTO retrosynthesis dataset with 1.9M reactions from patents (1976-2016). Task: Predict the reactants needed to synthesize the given product. (1) Given the product [CH3:73][C:69]1[N:68]=[C:67]([C:64]2[C:63](=[O:65])[C:53]3([CH2:54][CH2:55][C:56]4([O:60][CH2:59][CH2:58][O:57]4)[CH2:61][CH2:62]3)[O:52][C:51]=2[C:49]2[CH:48]=[CH:47][C:46]3[N:45]([N:44]=[CH:43][N:42]=3)[CH:50]=2)[CH:72]=[CH:71][CH:70]=1, predict the reactants needed to synthesize it. The reactants are: C([O-])(=O)C.[Cs+].FC(F)(F)C1C=CC(P(C2C=CC(C(F)(F)F)=CC=2)C2C=CC(C(F)(F)F)=CC=2)=CC=1.CN(C)C=O.[N:42]1[CH:43]=[N:44][N:45]2[CH:50]=[C:49]([C:51]3[O:52][C:53]4([C:63](=[O:65])[CH:64]=3)[CH2:62][CH2:61][C:56]3([O:60][CH2:59][CH2:58][O:57]3)[CH2:55][CH2:54]4)[CH:48]=[CH:47][C:46]=12.Br[C:67]1[CH:72]=[CH:71][CH:70]=[C:69]([CH3:73])[N:68]=1. (2) Given the product [NH2:1][C:2]1[N:6]([C:7]2[C:16]([F:17])=[CH:15][C:10]3[NH:11][C:12]([CH3:14])=[N:13][C:9]=3[CH:8]=2)[N:5]=[CH:4][C:3]=1[C:18]([C:20]1[NH:21][C:22]2[C:27]([CH:28]=1)=[CH:26][CH:25]=[CH:24][CH:23]=2)=[O:19], predict the reactants needed to synthesize it. The reactants are: [NH2:1][C:2]1[N:6]([C:7]2[C:16]([F:17])=[CH:15][C:10]3[NH:11][C:12]([CH3:14])=[N:13][C:9]=3[CH:8]=2)[N:5]=[CH:4][C:3]=1[C:18]([C:20]1[N:21](S(C2C=CC=CC=2)(=O)=O)[C:22]2[C:27]([CH:28]=1)=[CH:26][CH:25]=[CH:24][CH:23]=2)=[O:19].[OH-].[Na+].O.P([O-])(O)(O)=O.[Na+]. (3) Given the product [O:20]=[C:16]1[C:17]2[C:13](=[CH:12][C:11]([C:9]3[O:10][C:6]([CH:2]=[O:1])=[CH:7][CH:8]=3)=[CH:19][CH:18]=2)[CH2:14][O:15]1, predict the reactants needed to synthesize it. The reactants are: [O:1]1CCO[CH:2]1[C:6]1[O:10][C:9]([C:11]2[CH:12]=[C:13]3[C:17](=[CH:18][CH:19]=2)[C:16](=[O:20])[O:15][CH2:14]3)=[CH:8][CH:7]=1.Cl. (4) Given the product [C:6]([C:5]([C:11]1[CH:16]=[CH:15][C:14]([O:17][CH3:18])=[C:13]([O:19][CH3:20])[CH:12]=1)([CH:8]([CH3:10])[CH3:9])[CH2:4][CH2:3][CH2:2][N:22]([CH3:21])[CH2:23][CH2:24][C:25]1[CH:26]=[C:27]([CH:34]=[CH:35][CH:36]=1)[O:28][CH2:29][C:30]([O:32][CH3:33])=[O:31])#[N:7], predict the reactants needed to synthesize it. The reactants are: Br[CH2:2][CH2:3][CH2:4][C:5]([C:11]1[CH:16]=[CH:15][C:14]([O:17][CH3:18])=[C:13]([O:19][CH3:20])[CH:12]=1)([CH:8]([CH3:10])[CH3:9])[C:6]#[N:7].[CH3:21][NH:22][CH2:23][CH2:24][C:25]1[CH:26]=[C:27]([CH:34]=[CH:35][CH:36]=1)[O:28][CH2:29][C:30]([O:32][CH3:33])=[O:31].